This data is from Aqueous solubility values for 9,982 compounds from the AqSolDB database. The task is: Regression/Classification. Given a drug SMILES string, predict its absorption, distribution, metabolism, or excretion properties. Task type varies by dataset: regression for continuous measurements (e.g., permeability, clearance, half-life) or binary classification for categorical outcomes (e.g., BBB penetration, CYP inhibition). For this dataset (solubility_aqsoldb), we predict Y. (1) The drug is CCc1nc2nc(N)[nH]c(=O)c2nc1CC. The Y is -4.28 log mol/L. (2) The molecule is CCCCC(C(=O)O)C(=O)O. The Y is 0.437 log mol/L. (3) The molecule is CC(C)(C)N(CC(=O)c1ccc(O)c(CO)c1)Cc1ccccc1.[Cl-].[H+]. The Y is -1.35 log mol/L. (4) The drug is C=C(C)C(=O)NC(C)C. The Y is -0.620 log mol/L. (5) The drug is O=C(Cn1ccnc1[N+](=O)[O-])NCc1ccccc1. The Y is -2.81 log mol/L. (6) The molecule is CCOC(=O)OC1CCCCC1C(C)(C)C. The Y is -4.32 log mol/L. (7) The compound is c1cc(N(CC2CO2)CC2CO2)ccc1OCC1CO1. The Y is -1.92 log mol/L. (8) The molecule is O=C(O)c1ccccc1C(c1ccc(O)cc1)c1ccc(O)cc1. The Y is -3.26 log mol/L. (9) The compound is CCN(CC)C(=O)CCC(=O)OCn1cnc2c1c(=O)n(C)c(=O)n2C. The Y is -1.14 log mol/L. (10) The drug is O=C1C=Cc2ccccc2/C1=N/Nc1ccc(N=Nc2ccc(S(=O)(=O)O)cc2)cc1.[Na+]. The Y is -4.66 log mol/L.